This data is from Catalyst prediction with 721,799 reactions and 888 catalyst types from USPTO. The task is: Predict which catalyst facilitates the given reaction. (1) Reactant: Br[C:2]1[N:3]=[CH:4][S:5][C:6]=1[NH:7][C:8](=[O:10])[CH3:9].C([O-])([O-])=O.[Cs+].[Cs+].N#N.C[NH:20][C@@H:21]1CCC[CH2:23][C@H:22]1[NH:27][CH3:28].CC1N=CNC=1. Product: [CH3:23][C:22]1[N:27]=[CH:28][N:20]([C:2]2[N:3]=[CH:4][S:5][C:6]=2[NH:7][C:8](=[O:10])[CH3:9])[CH:21]=1. The catalyst class is: 122. (2) Product: [OH:3][C:4]1[C:13]([CH3:14])=[C:12]2[C:7]([C:8](=[O:33])[C:9]([CH3:32])=[C:10]([CH:15]3[CH2:20][CH2:19][N:18]([CH2:21][C:22]4[CH:23]=[CH:24][C:25]([C:26]([OH:28])=[O:27])=[CH:30][CH:31]=4)[CH2:17][CH2:16]3)[O:11]2)=[CH:6][CH:5]=1. The catalyst class is: 5. Reactant: [OH-].[Na+].[OH:3][C:4]1[C:13]([CH3:14])=[C:12]2[C:7]([C:8](=[O:33])[C:9]([CH3:32])=[C:10]([CH:15]3[CH2:20][CH2:19][N:18]([CH2:21][C:22]4[CH:31]=[CH:30][C:25]([C:26]([O:28]C)=[O:27])=[CH:24][CH:23]=4)[CH2:17][CH2:16]3)[O:11]2)=[CH:6][CH:5]=1.